Task: Predict the product of the given reaction.. Dataset: Forward reaction prediction with 1.9M reactions from USPTO patents (1976-2016) (1) Given the reactants CN(C)/[CH:3]=[CH:4]/[C:5]([C:7]1[C:12](=[O:13])[CH:11]=[CH:10][N:9]([C:14]2[CH:19]=[CH:18][C:17]([O:20][C:21]([F:24])([F:23])[F:22])=[CH:16][CH:15]=2)[N:8]=1)=O.[F:26][C:27]1[CH:32]=[CH:31][C:30]([NH:33][NH2:34])=[CH:29][CH:28]=1, predict the reaction product. The product is: [F:26][C:27]1[CH:32]=[CH:31][C:30]([N:33]2[C:5]([C:7]3[C:12](=[O:13])[CH:11]=[CH:10][N:9]([C:14]4[CH:19]=[CH:18][C:17]([O:20][C:21]([F:23])([F:22])[F:24])=[CH:16][CH:15]=4)[N:8]=3)=[CH:4][CH:3]=[N:34]2)=[CH:29][CH:28]=1. (2) The product is: [OH:1][C:2]1[CH:7]=[CH:6][CH:5]=[CH:4][C:3]=1[C:8]1[CH:17]=[CH:16][C:11]([C:12]([OH:14])=[O:13])=[CH:10][N:9]=1. Given the reactants [OH:1][C:2]1[CH:7]=[CH:6][CH:5]=[CH:4][C:3]=1[C:8]1[CH:17]=[CH:16][C:11]([C:12]([O:14]C)=[O:13])=[CH:10][N:9]=1.[OH-].[Na+].C(O)(=O)C, predict the reaction product. (3) Given the reactants FC(F)(F)C(O)=O.FC(F)(F)C(O)=O.[NH:15]1[CH2:20][CH2:19][CH2:18][CH:17]([C:21]([N:23]2[CH2:27][CH2:26][CH:25]([C:28]3[CH:29]=[N:30][CH:31]=[CH:32][CH:33]=3)[CH2:24]2)=[O:22])[CH2:16]1.[C:34]1([S:40](Cl)(=[O:42])=[O:41])[CH:39]=[CH:38][CH:37]=[CH:36][CH:35]=1.C(N(CC)CC)C, predict the reaction product. The product is: [C:34]1([S:40]([N:15]2[CH2:20][CH2:19][CH2:18][CH:17]([C:21]([N:23]3[CH2:27][CH2:26][CH:25]([C:28]4[CH:29]=[N:30][CH:31]=[CH:32][CH:33]=4)[CH2:24]3)=[O:22])[CH2:16]2)(=[O:42])=[O:41])[CH:39]=[CH:38][CH:37]=[CH:36][CH:35]=1. (4) Given the reactants FC(F)(F)C(O)=O.C(OC(=O)[NH:14][CH2:15][C:16]1([C:23]2[CH:28]=[CH:27][CH:26]=[C:25]([Cl:29])[CH:24]=2)[CH2:21][CH2:20][CH:19]([NH2:22])[CH2:18][CH2:17]1)(C)(C)C, predict the reaction product. The product is: [ClH:29].[NH2:14][CH2:15][C:16]1([C:23]2[CH:28]=[CH:27][CH:26]=[C:25]([Cl:29])[CH:24]=2)[CH2:17][CH2:18][CH:19]([NH2:22])[CH2:20][CH2:21]1. (5) The product is: [ClH:35].[F:1][C:2]1[CH:3]=[C:4]([N:9]2[C:14]3[N:15]=[CH:16][C:17]([F:19])=[CH:18][C:13]=3[C:12](=[O:20])[N:11]([CH:21]3[CH2:22][CH2:23][NH:24][CH2:25][CH2:26]3)[C:10]2=[O:34])[CH:5]=[CH:6][C:7]=1[F:8]. Given the reactants [F:1][C:2]1[CH:3]=[C:4]([N:9]2[C:14]3[N:15]=[CH:16][C:17]([F:19])=[CH:18][C:13]=3[C:12](=[O:20])[N:11]([CH:21]3[CH2:26][CH2:25][N:24](C(OC(C)(C)C)=O)[CH2:23][CH2:22]3)[C:10]2=[O:34])[CH:5]=[CH:6][C:7]=1[F:8].[ClH:35], predict the reaction product. (6) Given the reactants C(O)(=O)CCCCCCC/C=C\C/C=C\CCCCC.C(O)(=O)CCCCCCC/C=C\C/C=C\C/C=C\CC.[C:41]([OH:62])(=[O:61])[CH:42]=[CH:43][CH:44]=[CH:45][CH:46]=[CH:47][CH:48]=[CH:49][CH2:50][CH2:51][CH2:52][CH2:53][CH2:54][CH2:55][CH2:56][CH2:57][CH2:58][CH2:59][CH3:60].[CH3:63][CH2:64]/[CH:65]=[CH:66]\[CH2:67]/[CH:68]=[CH:69]\[CH2:70]/[CH:71]=[CH:72]\[CH2:73]/[CH:74]=[CH:75]\[CH2:76]/[CH:77]=[CH:78]\[CH2:79][CH2:80][CH2:81][C:82]([OH:84])=[O:83], predict the reaction product. The product is: [C:41]([OH:62])(=[O:61])[CH:42]=[CH:43][CH:44]=[CH:45][CH:46]=[CH:47][CH:48]=[CH:49][CH2:50][CH2:51][CH2:52][CH2:53][CH2:54][CH2:55][CH2:56][CH2:57][CH2:58][CH2:59][CH3:60].[CH3:63][CH2:64]/[CH:65]=[CH:66]\[CH2:67]/[CH:68]=[CH:69]\[CH2:70]/[CH:71]=[CH:72]\[CH2:73]/[CH:74]=[CH:75]\[CH2:76]/[CH:77]=[CH:78]\[CH2:79][CH2:80][CH2:81][C:82]([OH:84])=[O:83].[CH3:60][CH2:59][CH2:58][CH2:57][CH2:56]/[CH:55]=[CH:54]\[CH2:53]/[CH:52]=[CH:51]\[CH2:50]/[CH:49]=[CH:48]\[CH2:47][CH2:46][CH2:45][CH2:44][CH2:43][CH2:42][C:41]([OH:62])=[O:61].[C:41]([OH:62])(=[O:61])[CH2:42][CH2:43][CH2:44]/[CH:45]=[CH:46]\[CH2:47]/[CH:48]=[CH:49]\[CH2:50]/[CH:51]=[CH:52]\[CH2:53]/[CH:54]=[CH:55]\[CH2:56][CH2:57][CH2:58][CH2:59][CH3:60].